Dataset: Full USPTO retrosynthesis dataset with 1.9M reactions from patents (1976-2016). Task: Predict the reactants needed to synthesize the given product. (1) Given the product [O:11]=[C:12]([CH2:30][CH3:31])[CH2:13][NH:14][C:15]([CH2:17][CH2:18][NH:19][C:20](=[O:29])[O:21][CH2:22][C:23]1[CH:28]=[CH:27][CH:26]=[CH:25][CH:24]=1)=[O:16], predict the reactants needed to synthesize it. The reactants are: C(Cl)(=O)C(Cl)=O.CS(C)=O.[OH:11][CH:12]([CH2:30][CH3:31])[CH2:13][NH:14][C:15]([CH2:17][CH2:18][NH:19][C:20](=[O:29])[O:21][CH2:22][C:23]1[CH:28]=[CH:27][CH:26]=[CH:25][CH:24]=1)=[O:16].C(N(CC)CC)C. (2) Given the product [CH:1]([C:5]1[CH:6]=[CH:7][C:8]([N:11]2[C:20](=[O:21])[C:19]3[C:14](=[CH:15][CH:16]=[CH:17][CH:18]=3)[N:13]=[C:12]2[C:22]2[CH:23]=[CH:24][C:25]([O:28][CH2:36][CH2:37][OH:38])=[CH:26][CH:27]=2)=[CH:9][CH:10]=1)([CH2:3][CH3:4])[CH3:2], predict the reactants needed to synthesize it. The reactants are: [CH:1]([C:5]1[CH:10]=[CH:9][C:8]([N:11]2[C:20](=[O:21])[C:19]3[C:14](=[CH:15][CH:16]=[CH:17][CH:18]=3)[N:13]=[C:12]2[C:22]2[CH:27]=[CH:26][C:25]([OH:28])=[CH:24][CH:23]=2)=[CH:7][CH:6]=1)([CH2:3][CH3:4])[CH3:2].C(=O)([O-])[O-].[K+].[K+].Cl[CH2:36][CH2:37][OH:38].